This data is from Full USPTO retrosynthesis dataset with 1.9M reactions from patents (1976-2016). The task is: Predict the reactants needed to synthesize the given product. (1) Given the product [Cl:12][C:13]1[CH:14]=[CH:15][C:16]([S:19]([C:22](=[CH:1][C:3]2[CH:4]=[C:5]3[C:9](=[CH:10][CH:11]=2)[NH:8][CH:7]=[CH:6]3)[C:23]#[N:24])(=[O:20])=[O:21])=[CH:17][CH:18]=1, predict the reactants needed to synthesize it. The reactants are: [CH:1]([C:3]1[CH:4]=[C:5]2[C:9](=[CH:10][CH:11]=1)[NH:8][CH:7]=[CH:6]2)=O.[Cl:12][C:13]1[CH:18]=[CH:17][C:16]([S:19]([CH2:22][C:23]#[N:24])(=[O:21])=[O:20])=[CH:15][CH:14]=1. (2) Given the product [CH3:13][N:5]1[C:4](=[O:3])[CH:12]=[CH:11][C:7]([C:8]([OH:10])=[O:9])=[CH:6]1, predict the reactants needed to synthesize it. The reactants are: [H-].[Na+].[OH:3][C:4]1[CH:12]=[CH:11][C:7]([C:8]([OH:10])=[O:9])=[CH:6][N:5]=1.[CH3:13]I.[OH-].[Na+].